Dataset: Peptide-MHC class I binding affinity with 185,985 pairs from IEDB/IMGT. Task: Regression. Given a peptide amino acid sequence and an MHC pseudo amino acid sequence, predict their binding affinity value. This is MHC class I binding data. (1) The peptide sequence is IQFMHEQGY. The MHC is HLA-A26:01 with pseudo-sequence HLA-A26:01. The binding affinity (normalized) is 0.0847. (2) The peptide sequence is GETYGRLL. The MHC is H-2-Kk with pseudo-sequence H-2-Kk. The binding affinity (normalized) is 1.00. (3) The peptide sequence is VADLSARNKL. The MHC is HLA-A02:06 with pseudo-sequence HLA-A02:06. The binding affinity (normalized) is 0.0306. (4) The peptide sequence is WPYIACRTS. The MHC is HLA-B15:01 with pseudo-sequence HLA-B15:01. The binding affinity (normalized) is 0.261.